The task is: Predict the product of the given reaction.. This data is from Forward reaction prediction with 1.9M reactions from USPTO patents (1976-2016). (1) The product is: [Cl:6][C:7]1[CH:12]=[C:11]([O:13][CH2:14][CH:15]=[C:16]([Cl:18])[Cl:17])[CH:10]=[C:9]([Cl:19])[C:8]=1[O:20][CH2:2][CH2:3][CH2:4][OH:5]. Given the reactants Cl[CH2:2][CH2:3][CH2:4][OH:5].[Cl:6][C:7]1[CH:12]=[C:11]([O:13][CH2:14][CH:15]=[C:16]([Cl:18])[Cl:17])[CH:10]=[C:9]([Cl:19])[C:8]=1[OH:20].[OH-].[Na+].S(=O)(=O)(O)O, predict the reaction product. (2) Given the reactants [CH3:1][O:2][C:3]1[CH:4]=[C:5]([NH:13][C:14](SC)=[C:15]([S:18]([CH3:21])(=[O:20])=[O:19])[C:16]#[N:17])[CH:6]=[C:7]([C:9]([F:12])([F:11])[F:10])[CH:8]=1.[CH3:24][CH:25]([NH2:30])[C:26]([CH3:29])([CH3:28])[CH3:27], predict the reaction product. The product is: [CH3:1][O:2][C:3]1[CH:4]=[C:5]([NH:13][C:14]([NH:30][CH:25]([CH3:24])[C:26]([CH3:29])([CH3:28])[CH3:27])=[C:15]([S:18]([CH3:21])(=[O:20])=[O:19])[C:16]#[N:17])[CH:6]=[C:7]([C:9]([F:12])([F:11])[F:10])[CH:8]=1. (3) Given the reactants C([BH3-])#N.[Na+].[CH3:5][O:6][C:7]1[C:12]([CH3:13])=[CH:11][N:10]=[C:9]([CH2:14][N:15]2[N:43]=[C:19]3[CH2:20][C:21](=O)[C:22]4[CH2:23][S:24][N:25]=[C:26]([N:27]([C:35]([O:37][C:38]([CH3:41])([CH3:40])[CH3:39])=[O:36])[C:28]([O:30][C:31]([CH3:34])([CH3:33])[CH3:32])=[O:29])[C:17]([C:18]=43)=[N:16]2)[C:8]=1[CH3:44].CO.[CH:47]1([NH2:50])[CH2:49][CH2:48]1, predict the reaction product. The product is: [CH:47]1([NH:50][CH:21]2[C:22]3[CH2:23][S:24][N:25]=[C:26]([N:27]([C:28]([O:30][C:31]([CH3:34])([CH3:33])[CH3:32])=[O:29])[C:35]([O:37][C:38]([CH3:41])([CH3:39])[CH3:40])=[O:36])[C:17]4=[N:16][N:15]([CH2:14][C:9]5[C:8]([CH3:44])=[C:7]([O:6][CH3:5])[C:12]([CH3:13])=[CH:11][N:10]=5)[N:43]=[C:19]([C:18]=34)[CH2:20]2)[CH2:49][CH2:48]1. (4) Given the reactants [CH3:1][O:2][C:3]([C:5]1([C:9]2[CH:14]=[CH:13][C:12]([N+:15]([O-])=O)=[CH:11][CH:10]=2)[CH2:8][CH2:7][CH2:6]1)=[O:4].O.O.[Sn](Cl)Cl.[OH-].[Na+], predict the reaction product. The product is: [CH3:1][O:2][C:3]([C:5]1([C:9]2[CH:10]=[CH:11][C:12]([NH2:15])=[CH:13][CH:14]=2)[CH2:6][CH2:7][CH2:8]1)=[O:4]. (5) Given the reactants [CH2:1]([NH:8][CH2:9][CH2:10][C:11]1[CH:16]=[CH:15][C:14]([C:17]2[CH:22]=[CH:21][C:20]([C:23]([O:25][CH3:26])=[O:24])=[CH:19][CH:18]=2)=[CH:13][CH:12]=1)[C:2]1[CH:7]=[CH:6][CH:5]=[CH:4][CH:3]=1.[Cl:27][C:28]1[CH:33]=[CH:32][C:31]([C@@H:34]2[CH2:36][O:35]2)=[CH:30][N:29]=1, predict the reaction product. The product is: [CH2:1]([N:8]([CH2:9][CH2:10][C:11]1[CH:16]=[CH:15][C:14]([C:17]2[CH:18]=[CH:19][C:20]([C:23]([O:25][CH3:26])=[O:24])=[CH:21][CH:22]=2)=[CH:13][CH:12]=1)[CH2:36][C@@H:34]([C:31]1[CH:30]=[N:29][C:28]([Cl:27])=[CH:33][CH:32]=1)[OH:35])[C:2]1[CH:3]=[CH:4][CH:5]=[CH:6][CH:7]=1. (6) Given the reactants C[Si]([N-][Si](C)(C)C)(C)C.[Li+].[OH:11][C@@H:12]([CH2:22][O:23][CH:24]([CH3:26])[CH3:25])[C:13]([NH:15][C:16]1[S:20][N:19]=[C:18]([CH3:21])[N:17]=1)=[O:14].Cl[C:28]1[N:33]=[CH:32][N:31]=[C:30]2[N:34]([C:37]3[CH:42]=[CH:41][CH:40]=[CH:39][C:38]=3[Cl:43])[N:35]=[CH:36][C:29]=12, predict the reaction product. The product is: [Cl:43][C:38]1[CH:39]=[CH:40][CH:41]=[CH:42][C:37]=1[N:34]1[C:30]2[N:31]=[CH:32][N:33]=[C:28]([O:11][C@@H:12]([CH2:22][O:23][CH:24]([CH3:26])[CH3:25])[C:13]([NH:15][C:16]3[S:20][N:19]=[C:18]([CH3:21])[N:17]=3)=[O:14])[C:29]=2[CH:36]=[N:35]1. (7) Given the reactants [C:1]([C:3]1[CH:4]=[CH:5][C:6]2[N:7]([C:9]([C:12]([O:14]CC)=[O:13])=[CH:10][N:11]=2)[CH:8]=1)#[N:2].O.[OH-].[Li+:19], predict the reaction product. The product is: [C:1]([C:3]1[CH:4]=[CH:5][C:6]2[N:7]([C:9]([C:12]([O-:14])=[O:13])=[CH:10][N:11]=2)[CH:8]=1)#[N:2].[Li+:19].